From a dataset of Reaction yield outcomes from USPTO patents with 853,638 reactions. Predict the reaction yield, written as a fraction of the theoretical maximum amount of product (1.0 means a 100% yield; for example, 0.34 means a 34% yield). (1) The reactants are [C:1]([C:5]1[CH:23]=[CH:22][C:8]([C:9]([NH:11][C:12]2[N:13]=[C:14]3[CH:19]=[CH:18][C:17](I)=[N:16][N:15]3[CH:21]=2)=[O:10])=[CH:7][CH:6]=1)([CH3:4])([CH3:3])[CH3:2].N1CCC[C@H]1C(O)=O.[N:32]1[CH:37]=[CH:36][CH:35]=[C:34]([CH2:38][NH2:39])[CH:33]=1.C(=O)([O-])[O-].[K+].[K+]. The catalyst is O1CCCC1.C(OCC)(=O)C.CS(C)=O. The product is [C:1]([C:5]1[CH:23]=[CH:22][C:8]([C:9]([NH:11][C:12]2[N:13]=[C:14]3[CH:19]=[CH:18][C:17]([NH:39][CH2:38][C:34]4[CH:33]=[N:32][CH:37]=[CH:36][CH:35]=4)=[N:16][N:15]3[CH:21]=2)=[O:10])=[CH:7][CH:6]=1)([CH3:4])([CH3:3])[CH3:2]. The yield is 0.530. (2) The reactants are [Cl:1][C:2]1[C:7]([O:8][CH3:9])=[CH:6][C:5]([O:10][CH3:11])=[CH:4][C:3]=1[C:12]1[C:23](=[O:24])[N:22]([CH2:25][CH2:26][CH2:27][N:28]2[CH2:33][CH2:32][N:31](C(OC(C)(C)C)=O)[CH2:30][CH2:29]2)[C:15]2[N:16]=[C:17]([NH:20][CH3:21])[N:18]=[CH:19][C:14]=2[CH:13]=1.[OH-].[Na+]. The catalyst is Cl.O1CCOCC1.C(Cl)Cl.CC(O)C. The product is [Cl:1][C:2]1[C:7]([O:8][CH3:9])=[CH:6][C:5]([O:10][CH3:11])=[CH:4][C:3]=1[C:12]1[C:23](=[O:24])[N:22]([CH2:25][CH2:26][CH2:27][N:28]2[CH2:33][CH2:32][NH:31][CH2:30][CH2:29]2)[C:15]2[N:16]=[C:17]([NH:20][CH3:21])[N:18]=[CH:19][C:14]=2[CH:13]=1. The yield is 0.380. (3) The reactants are O=P(Cl)(Cl)[Cl:3].CN(C=O)C.[NH2:11][C:12]1[S:13][C:14]2[C:19](O)=[N:18][C:17]([S:21][C@H:22]([C:24]3[CH:29]=[CH:28][CH:27]=[CH:26][CH:25]=3)[CH3:23])=[N:16][C:15]=2[N:30]=1. The catalyst is O1CCOCC1. The product is [Cl:3][C:19]1[C:14]2[S:13][C:12]([NH2:11])=[N:30][C:15]=2[N:16]=[C:17]([S:21][C@H:22]([C:24]2[CH:29]=[CH:28][CH:27]=[CH:26][CH:25]=2)[CH3:23])[N:18]=1. The yield is 0.950. (4) The reactants are [C:1]([O:5][C:6]([N:8]1[CH2:13][CH2:12][CH:11]([C:14]([OH:16])=O)[CH2:10][CH2:9]1)=[O:7])([CH3:4])([CH3:3])[CH3:2].[NH2:17][CH2:18][C:19]1[C:27]2[C:22](=[N:23][C:24]([C:41]3[CH:46]=[CH:45][C:44]([F:47])=[CH:43][CH:42]=3)=[C:25]([C:35]3[CH:40]=[CH:39][N:38]=[CH:37][CH:36]=3)[C:26]=2[C:28]2[CH:33]=[CH:32][C:31]([F:34])=[CH:30][CH:29]=2)[NH:21][N:20]=1. No catalyst specified. The product is [F:34][C:31]1[CH:32]=[CH:33][C:28]([C:26]2[C:25]([C:35]3[CH:40]=[CH:39][N:38]=[CH:37][CH:36]=3)=[C:24]([C:41]3[CH:46]=[CH:45][C:44]([F:47])=[CH:43][CH:42]=3)[N:23]=[C:22]3[NH:21][N:20]=[C:19]([CH2:18][NH:17][C:14]([CH:11]4[CH2:10][CH2:9][N:8]([C:6]([O:5][C:1]([CH3:2])([CH3:3])[CH3:4])=[O:7])[CH2:13][CH2:12]4)=[O:16])[C:27]=23)=[CH:29][CH:30]=1. The yield is 0.260. (5) The reactants are CC1(C)[O:7][CH2:6][C:5]2([CH2:27][C:10]3=[C:11]([C:24](=[O:26])[CH3:25])[C:12]4[C:17]([CH:18]=[C:9]3[CH2:8]2)=[C:16]([N:19]2[CH2:23][CH2:22][CH2:21][CH2:20]2)[CH:15]=[CH:14][CH:13]=4)[CH2:4][O:3]1.Cl. The catalyst is C1COCC1. The product is [OH:3][CH2:4][C:5]1([CH2:6][OH:7])[CH2:8][C:9]2=[CH:18][C:17]3[C:12]([C:11]([C:24](=[O:26])[CH3:25])=[C:10]2[CH2:27]1)=[CH:13][CH:14]=[CH:15][C:16]=3[N:19]1[CH2:23][CH2:22][CH2:21][CH2:20]1. The yield is 0.520.